Dataset: Forward reaction prediction with 1.9M reactions from USPTO patents (1976-2016). Task: Predict the product of the given reaction. (1) Given the reactants Br[C:2]1[C:3]([N:22]2[CH2:26][CH2:25][C@H:24]([CH2:27][OH:28])[CH2:23]2)=[N:4][CH:5]=[C:6]([CH:21]=1)[C:7]([NH:9][C:10]1[CH:15]=[CH:14][C:13]([O:16][C:17]([F:20])([F:19])[F:18])=[CH:12][CH:11]=1)=[O:8].[F:29][C:30]1[CH:31]=[C:32](B(O)O)[CH:33]=[N:34][CH:35]=1.C([O-])([O-])=O.[Na+].[Na+], predict the reaction product. The product is: [F:29][C:30]1[CH:31]=[C:32]([C:2]2[C:3]([N:22]3[CH2:26][CH2:25][C@H:24]([CH2:27][OH:28])[CH2:23]3)=[N:4][CH:5]=[C:6]([C:7]([NH:9][C:10]3[CH:15]=[CH:14][C:13]([O:16][C:17]([F:20])([F:18])[F:19])=[CH:12][CH:11]=3)=[O:8])[CH:21]=2)[CH:33]=[N:34][CH:35]=1. (2) Given the reactants [Si]([O:8][C@@H:9]([C:37]1[CH:42]=[CH:41][C:40]([C:43]([F:46])([F:45])[F:44])=[CH:39][CH:38]=1)[C@H:10]([NH:29][C:30](=[O:36])[O:31][C:32]([CH3:35])([CH3:34])[CH3:33])[CH2:11][CH2:12][C:13]1[S:14][C:15]([C:18]2[CH:19]=[C:20]3[C:25](=[CH:26][CH:27]=2)[CH:24]=[N:23][C:22]([F:28])=[CH:21]3)=[CH:16][N:17]=1)(C(C)(C)C)(C)C.[F-].C([N+](CCCC)(CCCC)CCCC)CCC, predict the reaction product. The product is: [F:28][C:22]1[N:23]=[CH:24][C:25]2[C:20]([CH:21]=1)=[CH:19][C:18]([C:15]1[S:14][C:13]([CH2:12][CH2:11][C@@H:10]([NH:29][C:30](=[O:36])[O:31][C:32]([CH3:34])([CH3:33])[CH3:35])[C@@H:9]([OH:8])[C:37]3[CH:38]=[CH:39][C:40]([C:43]([F:45])([F:46])[F:44])=[CH:41][CH:42]=3)=[N:17][CH:16]=1)=[CH:27][CH:26]=2. (3) Given the reactants [H-].[Na+].[Br:3][C:4]1[CH:9]=[C:8](F)[C:7]([N+:11]([O-:13])=[O:12])=[CH:6][C:5]=1[F:14].[CH3:15][O:16][C:17]1[CH:22]=[CH:21][C:20]([OH:23])=[CH:19][CH:18]=1, predict the reaction product. The product is: [Br:3][C:4]1[CH:9]=[C:8]([O:23][C:20]2[CH:21]=[CH:22][C:17]([O:16][CH3:15])=[CH:18][CH:19]=2)[C:7]([N+:11]([O-:13])=[O:12])=[CH:6][C:5]=1[F:14]. (4) Given the reactants C(O)(C)C.C(=O)=O.[CH3:8][O:9][C:10]1[CH:19]=[CH:18][C:13]([C:14]([NH:16][CH3:17])=[O:15])=[C:12]([CH2:20][C:21]2[CH:26]=[CH:25][CH:24]=[CH:23][CH:22]=2)[CH:11]=1.C([Li])(CC)C.[CH2:32]([O:39][C:40]([N:42]1[CH2:47][CH2:46][CH:45]([C:48](Cl)=[O:49])[CH2:44][CH2:43]1)=[O:41])[C:33]1[CH:38]=[CH:37][CH:36]=[CH:35][CH:34]=1, predict the reaction product. The product is: [CH2:32]([O:39][C:40]([N:42]1[CH2:47][CH2:46][CH:45]([C:48]2([OH:49])[CH:20]([C:21]3[CH:26]=[CH:25][CH:24]=[CH:23][CH:22]=3)[C:12]3[C:13](=[CH:18][CH:19]=[C:10]([O:9][CH3:8])[CH:11]=3)[C:14](=[O:15])[N:16]2[CH3:17])[CH2:44][CH2:43]1)=[O:41])[C:33]1[CH:38]=[CH:37][CH:36]=[CH:35][CH:34]=1.